Dataset: Forward reaction prediction with 1.9M reactions from USPTO patents (1976-2016). Task: Predict the product of the given reaction. (1) Given the reactants [CH2:1]([N:3]1[C:7]([C:8]2[CH:9]=[N:10][NH:11][C:12]=2[NH2:13])=[CH:6][CH:5]=[N:4]1)[CH3:2].[Cl:14][C:15]1[CH:16]=[C:17]([C:22](=O)[CH2:23][C:24](OCC)=[O:25])[CH:18]=[CH:19][C:20]=1[Cl:21].CC1C=CC(S(O)(=O)=O)=CC=1, predict the reaction product. The product is: [Cl:14][C:15]1[CH:16]=[C:17]([C:22]2[NH:13][C:12]3[N:11]([N:10]=[CH:9][C:8]=3[C:7]3[N:3]([CH2:1][CH3:2])[N:4]=[CH:5][CH:6]=3)[C:24](=[O:25])[CH:23]=2)[CH:18]=[CH:19][C:20]=1[Cl:21]. (2) Given the reactants [Br:1][C:2]1[CH:3]=[C:4]2[C:9](=[CH:10][CH:11]=1)[CH:8]=[C:7]([CH2:12][OH:13])[CH:6]=[CH:5]2.[Cr](Cl)([O-])(=O)=O.[NH+]1C=CC=CC=1.CCOCC, predict the reaction product. The product is: [Br:1][C:2]1[CH:3]=[C:4]2[C:9](=[CH:10][CH:11]=1)[CH:8]=[C:7]([CH:12]=[O:13])[CH:6]=[CH:5]2.